This data is from Full USPTO retrosynthesis dataset with 1.9M reactions from patents (1976-2016). The task is: Predict the reactants needed to synthesize the given product. (1) Given the product [OH:33][C@H:32]([C:34]1[CH:35]=[CH:36][C:37]([OH:45])=[C:38]([NH:40][S:41]([CH3:44])(=[O:43])=[O:42])[CH:39]=1)[CH2:31][NH:30][CH:24]1[CH2:25][CH2:26][N:21]([C:18]2[CH:19]=[CH:20][C:15]([C:14]([NH:13][C@@H:5]([CH2:6][CH2:7][C:8]([O:10][CH2:11][CH3:12])=[O:9])[C:4]([O:3][CH2:1][CH3:2])=[O:29])=[O:28])=[CH:16][CH:17]=2)[CH2:22][CH2:23]1, predict the reactants needed to synthesize it. The reactants are: [CH2:1]([O:3][C:4](=[O:29])[C@@H:5]([NH:13][C:14](=[O:28])[C:15]1[CH:20]=[CH:19][C:18]([N:21]2[CH2:26][CH2:25][C:24](=O)[CH2:23][CH2:22]2)=[CH:17][CH:16]=1)[CH2:6][CH2:7][C:8]([O:10][CH2:11][CH3:12])=[O:9])[CH3:2].[NH2:30][CH2:31][C@@H:32]([C:34]1[CH:35]=[CH:36][C:37]([OH:45])=[C:38]([NH:40][S:41]([CH3:44])(=[O:43])=[O:42])[CH:39]=1)[OH:33]. (2) Given the product [N:44]([C:7]1[C:6]([C:11]2[O:12][C:13]([CH2:16][CH3:17])=[CH:14][N:15]=2)=[CH:5][N:4]=[C:3]([N:18]2[CH2:19][CH2:20][CH:21]([C:24]([NH:57][S:54]([C:52]3[S:53][C:49]([Cl:48])=[CH:50][CH:51]=3)(=[O:56])=[O:55])=[O:26])[CH2:22][CH2:23]2)[C:2]=1[Cl:1])=[N+:45]=[N-:46], predict the reactants needed to synthesize it. The reactants are: [Cl:1][C:2]1[C:3]([N:18]2[CH2:23][CH2:22][CH:21]([C:24]([OH:26])=O)[CH2:20][CH2:19]2)=[N:4][CH:5]=[C:6]([C:11]2[O:12][C:13]([CH2:16][CH3:17])=[CH:14][N:15]=2)[C:7]=1S(C)=O.CCN=C=NCCCN(C)C.C1C=CC2[N:46](O)[N:45]=[N:44]C=2C=1.[Cl:48][C:49]1[S:53][C:52]([S:54]([NH2:57])(=[O:56])=[O:55])=[CH:51][CH:50]=1. (3) Given the product [CH:16]1([N:5]2[C:4]3[N:3]=[C:2]([C:30]4[CH:29]=[CH:28][N:27]=[CH:26][C:25]=4[C:19]4[CH:20]=[CH:21][CH:22]=[CH:23][CH:24]=4)[N:11]=[CH:10][C:9]=3[N:8]([CH3:12])[C:7](=[O:13])[C@H:6]2[CH2:14][CH3:15])[CH2:18][CH2:17]1, predict the reactants needed to synthesize it. The reactants are: Cl[C:2]1[N:11]=[CH:10][C:9]2[N:8]([CH3:12])[C:7](=[O:13])[C@@H:6]([CH2:14][CH3:15])[N:5]([CH:16]3[CH2:18][CH2:17]3)[C:4]=2[N:3]=1.[C:19]1([C:25]2[CH:26]=[N:27][CH:28]=[CH:29][C:30]=2B2OC(C)(C)C(C)(C)O2)[CH:24]=[CH:23][CH:22]=[CH:21][CH:20]=1.B(O)O.N1C=CC(B(O)O)=CC=1. (4) Given the product [CH:25]1([C:28]2[C:3]3[CH:4]=[C:5]([CH2:8][CH2:9][CH2:10][CH2:11][N:12]4[CH:16]=[C:15]([C:17]([O:19][C:20]([CH3:23])([CH3:22])[CH3:21])=[O:18])[N:14]=[N:13]4)[N:6]=[N:7][C:2]=3[NH:1][C:29]=2[Si:30]([CH3:33])([CH3:32])[CH3:31])[CH2:27][CH2:26]1, predict the reactants needed to synthesize it. The reactants are: [NH2:1][C:2]1[N:7]=[N:6][C:5]([CH2:8][CH2:9][CH2:10][CH2:11][N:12]2[CH:16]=[C:15]([C:17]([O:19][C:20]([CH3:23])([CH3:22])[CH3:21])=[O:18])[N:14]=[N:13]2)=[CH:4][C:3]=1Br.[CH:25]1([C:28]#[C:29][Si:30]([CH3:33])([CH3:32])[CH3:31])[CH2:27][CH2:26]1.C([O-])([O-])=O.[Na+].[Na+].[Cl-].[Li+]. (5) Given the product [OH:26][CH2:27][CH:28]([NH:31][S:32]([C:35]1[S:39][C:38]([NH:40][C:12]([C:11]2[CH:10]=[N:9][N:8]3[C:3]([CH:2]([F:25])[F:1])=[CH:4][C:5]([C:15]4[CH:16]=[CH:17][C:18]([C:21]([F:22])([F:23])[F:24])=[CH:19][CH:20]=4)=[N:6][C:7]=23)=[O:14])=[N:37][C:36]=1[CH3:41])(=[O:34])=[O:33])[CH2:29][OH:30], predict the reactants needed to synthesize it. The reactants are: [F:1][CH:2]([F:25])[C:3]1[N:8]2[N:9]=[CH:10][C:11]([C:12]([OH:14])=O)=[C:7]2[N:6]=[C:5]([C:15]2[CH:20]=[CH:19][C:18]([C:21]([F:24])([F:23])[F:22])=[CH:17][CH:16]=2)[CH:4]=1.[OH:26][CH2:27][CH:28]([NH:31][S:32]([C:35]1[S:39][C:38]([NH2:40])=[N:37][C:36]=1[CH3:41])(=[O:34])=[O:33])[CH2:29][OH:30].